Dataset: Catalyst prediction with 721,799 reactions and 888 catalyst types from USPTO. Task: Predict which catalyst facilitates the given reaction. (1) Reactant: [Cl:1][C:2]1[NH:3][C:4]2[C:9]([C:10]=1[CH:11]=[O:12])=[CH:8][CH:7]=[CH:6][CH:5]=2.[C:13]([C:17]1[CH:22]=[CH:21][C:20](B(O)O)=[CH:19][CH:18]=1)([CH3:16])([CH3:15])[CH3:14].N1C=CC=CC=1. Product: [C:13]([C:17]1[CH:22]=[CH:21][C:20]([N:3]2[C:4]3[C:9](=[CH:8][CH:7]=[CH:6][CH:5]=3)[C:10]([CH:11]=[O:12])=[C:2]2[Cl:1])=[CH:19][CH:18]=1)([CH3:16])([CH3:15])[CH3:14]. The catalyst class is: 221. (2) Reactant: [CH3:1][C:2]1[CH:3]=[C:4]([C@H:19]([NH:21][C:22]2[CH:31]=[CH:30][CH:29]=[CH:28][C:23]=2[C:24]([O:26]C)=[O:25])[CH3:20])[C:5]2[N:6]([CH:18]=1)[C:7](=[O:17])[CH:8]=[C:9]([N:11]1[CH2:16][CH2:15][O:14][CH2:13][CH2:12]1)[N:10]=2.[OH-].[Na+]. Product: [CH3:1][C:2]1[CH:3]=[C:4]([C@H:19]([NH:21][C:22]2[CH:31]=[CH:30][CH:29]=[CH:28][C:23]=2[C:24]([OH:26])=[O:25])[CH3:20])[C:5]2[N:6]([CH:18]=1)[C:7](=[O:17])[CH:8]=[C:9]([N:11]1[CH2:16][CH2:15][O:14][CH2:13][CH2:12]1)[N:10]=2. The catalyst class is: 87. (3) Reactant: [OH:1][C:2]1[N:6]([CH:7]([CH3:9])[CH3:8])[N:5]=[C:4]([C:10]([F:13])([F:12])[F:11])[C:3]=1[CH3:14].[OH-].[K+].Cl[CH:18]([F:20])[F:19].O. Product: [F:19][CH:18]([F:20])[O:1][C:2]1[N:6]([CH:7]([CH3:8])[CH3:9])[N:5]=[C:4]([C:10]([F:13])([F:12])[F:11])[C:3]=1[CH3:14]. The catalyst class is: 41. (4) Reactant: [NH2:1][CH2:2][C@@H:3]1[C@H:7]([OH:8])[CH2:6][N:5]([C:9]([O:11][C:12]([CH3:15])([CH3:14])[CH3:13])=[O:10])[CH2:4]1.C(N(CC)CC)C.[F:23][C:24]([F:35])([F:34])[C:25](O[C:25](=[O:26])[C:24]([F:35])([F:34])[F:23])=[O:26].O. Product: [OH:8][C@H:7]1[C@@H:3]([CH2:2][NH:1][C:25](=[O:26])[C:24]([F:35])([F:34])[F:23])[CH2:4][N:5]([C:9]([O:11][C:12]([CH3:15])([CH3:14])[CH3:13])=[O:10])[CH2:6]1. The catalyst class is: 172. (5) Reactant: [NH2-].[Na+].[CH3:3][C:4]([CH3:9])([CH3:8])[C:5](=[O:7])[CH3:6].[CH3:10][O:11][CH:12]([CH3:17])[C:13](OC)=[O:14].O. Product: [CH3:10][O:11][CH:12]([C:13](=[O:14])[CH2:6][C:5](=[O:7])[C:4]([CH3:9])([CH3:8])[CH3:3])[CH3:17]. The catalyst class is: 15. (6) Reactant: C([N:3]([CH2:6][CH3:7])[CH2:4][CH3:5])C.ClC([O:11][CH2:12]C)=O.[NH3:14].Cl.[O:16]1[CH2:20][CH2:19][CH2:18]C1. Product: [N:3]1[C:4]2[CH2:5][C:12](=[O:11])[NH:14][C:20](=[O:16])[C:19]=2[CH:18]=[CH:7][CH:6]=1. The catalyst class is: 6. (7) Reactant: [N:1]1([NH:7][C:8]([C:10]2[S:14][C:13]([C:15]([O:17]C)=O)=[CH:12][CH:11]=2)=[O:9])[CH2:6][CH2:5][O:4][CH2:3][CH2:2]1.O.[NH2:20][NH2:21]. Product: [N:1]1([NH:7][C:8]([C:10]2[S:14][C:13]([C:15]([NH:20][NH2:21])=[O:17])=[CH:12][CH:11]=2)=[O:9])[CH2:6][CH2:5][O:4][CH2:3][CH2:2]1. The catalyst class is: 8. (8) Reactant: [CH2:1]([C:3]1[CH:4]=[C:5]([CH:7]=[CH:8][C:9]=1[O:10][CH2:11][CH2:12][N:13]1[CH2:17][CH2:16][CH2:15][CH2:14]1)[NH2:6])[CH3:2].C(N(CC)CC)C.[Br:25][CH:26]([CH2:30][CH2:31]Br)[C:27](Cl)=[O:28].[OH-].[K+]. Product: [Br:25][CH:26]1[CH2:30][CH2:31][N:6]([C:5]2[CH:7]=[CH:8][C:9]([O:10][CH2:11][CH2:12][N:13]3[CH2:17][CH2:16][CH2:15][CH2:14]3)=[C:3]([CH2:1][CH3:2])[CH:4]=2)[C:27]1=[O:28]. The catalyst class is: 146. (9) Reactant: C(=O)([O-])[O-].[Cs+].[Cs+].[Cl:7][C:8]1[CH:13]=[CH:12][C:11]([OH:14])=[C:10]([CH:15]2[CH2:21][CH2:20][CH2:19][CH2:18][CH2:17][CH2:16]2)[CH:9]=1.Br[CH2:23][C:24]([O:26][CH2:27][CH3:28])=[O:25].Cl. Product: [CH2:27]([O:26][C:24](=[O:25])[CH2:23][O:14][C:11]1[CH:12]=[CH:13][C:8]([Cl:7])=[CH:9][C:10]=1[CH:15]1[CH2:21][CH2:20][CH2:19][CH2:18][CH2:17][CH2:16]1)[CH3:28]. The catalyst class is: 3.